This data is from Forward reaction prediction with 1.9M reactions from USPTO patents (1976-2016). The task is: Predict the product of the given reaction. (1) Given the reactants [N:1]1[CH:6]=[CH:5][CH:4]=[C:3]([NH:7][C:8](=[O:14])[O:9][C:10]([CH3:13])([CH3:12])[CH3:11])[CH:2]=1.C(O)(=O)C.[H][H].[OH-].[Na+], predict the reaction product. The product is: [NH:1]1[CH2:6][CH2:5][CH2:4][CH:3]([NH:7][C:8](=[O:14])[O:9][C:10]([CH3:12])([CH3:11])[CH3:13])[CH2:2]1. (2) Given the reactants [NH2:1][C:2]1[CH:7]=[CH:6][C:5]([CH2:8][C:9]([NH2:11])=[O:10])=[CH:4][C:3]=1[NH:12][CH3:13].[NH2:14][C:15]1[S:16][C:17]2[CH:23]=[C:22]([O:24][C:25]([F:28])([F:27])[F:26])[CH:21]=[CH:20][C:18]=2[N:19]=1.[C:29](N1C=CN=C1)(N1C=CN=C1)=S.C(Cl)CCl, predict the reaction product. The product is: [CH3:13][N:12]1[C:3]2[CH:4]=[C:5]([CH2:8][C:9]([NH2:11])=[O:10])[CH:6]=[CH:7][C:2]=2[N:1]=[C:29]1[NH:14][C:15]1[S:16][C:17]2[CH:23]=[C:22]([O:24][C:25]([F:28])([F:26])[F:27])[CH:21]=[CH:20][C:18]=2[N:19]=1.